This data is from Reaction yield outcomes from USPTO patents with 853,638 reactions. The task is: Predict the reaction yield, written as a fraction of the theoretical maximum amount of product (1.0 means a 100% yield; for example, 0.34 means a 34% yield). (1) The reactants are BrCCCCC(C)(C1C=CC(C)=CC=1)CO.[Br:17][CH2:18][CH2:19][CH2:20][C:21]([CH3:28])([CH3:27])[C:22](OCC)=[O:23].[Li+].[BH4-].CO. The catalyst is ClCl. The product is [Br:17][CH2:18][CH2:19][CH2:20][C:21]([CH3:28])([CH3:27])[CH2:22][OH:23]. The yield is 1.00. (2) The reactants are [C:14]1(P([C:14]2[CH:19]=[CH:18][CH:17]=[CH:16][CH:15]=2)[C:14]2[CH:19]=[CH:18][CH:17]=[CH:16][CH:15]=2)[CH:19]=[CH:18][CH:17]=[CH:16][CH:15]=1.[CH3:20][CH:21]([O:23]C(/N=N/C(OC(C)C)=O)=O)C.CCN(C(C)C)C(C)C.[CH2:43]([O:50][C:51]([NH:53][C:54]1([CH2:57][OH:58])[CH2:56][CH2:55]1)=[O:52])[C:44]1[CH:49]=[CH:48][CH:47]=[CH:46][CH:45]=1.C1C[O:62][CH2:61]C1. No catalyst specified. The product is [C:21]([C:14]1[CH:15]=[CH:16][C:17]([O:58][CH2:57][C:54]2([NH:53][C:51]([O:50][CH2:43][C:44]3[CH:45]=[CH:46][CH:47]=[CH:48][CH:49]=3)=[O:52])[CH2:55][CH2:56]2)=[C:18]([O:62][CH3:61])[CH:19]=1)(=[O:23])[CH3:20]. The yield is 0.535. (3) The reactants are [F:1][C:2]([F:29])([O:6][C:7]1[CH:8]=[C:9]([CH2:13][N:14]([CH2:22][C@@H:23]([OH:28])[C:24]([F:27])([F:26])[F:25])[C:15]2[CH:16]=[C:17]([OH:21])[CH:18]=[CH:19][CH:20]=2)[CH:10]=[CH:11][CH:12]=1)[CH:3]([F:5])[F:4].[F:30][C:31]([F:41])([F:40])[C:32]1[CH:33]=[C:34]([CH:37]=[CH:38][CH:39]=1)[CH2:35]Br.C(=O)([O-])[O-].[Cs+].[Cs+]. The catalyst is CC(C)=O. The product is [F:1][C:2]([F:29])([O:6][C:7]1[CH:8]=[C:9]([CH2:13][N:14]([C:15]2[CH:20]=[CH:19][CH:18]=[C:17]([O:21][CH2:35][C:34]3[CH:37]=[CH:38][CH:39]=[C:32]([C:31]([F:30])([F:40])[F:41])[CH:33]=3)[CH:16]=2)[CH2:22][C@@H:23]([OH:28])[C:24]([F:26])([F:27])[F:25])[CH:10]=[CH:11][CH:12]=1)[CH:3]([F:5])[F:4]. The yield is 0.450.